This data is from Reaction yield outcomes from USPTO patents with 853,638 reactions. The task is: Predict the reaction yield, written as a fraction of the theoretical maximum amount of product (1.0 means a 100% yield; for example, 0.34 means a 34% yield). (1) The reactants are [CH2:1]([N:8]1[CH2:13][C@@H:12]([CH3:14])[NH:11][CH2:10][C@@H:9]1[CH3:15])[C:2]1[CH:7]=[CH:6][CH:5]=[CH:4][CH:3]=1.[O:16]1[CH2:21][CH2:20][C:19](=O)[CH2:18][CH2:17]1.[BH3-]C#N.[Na+].[N-]=C=O. The catalyst is C1COCC1.CCO. The product is [CH2:1]([N:8]1[CH2:13][C@@H:12]([CH3:14])[N:11]([CH:19]2[CH2:20][CH2:21][O:16][CH2:17][CH2:18]2)[CH2:10][C@@H:9]1[CH3:15])[C:2]1[CH:7]=[CH:6][CH:5]=[CH:4][CH:3]=1. The yield is 0.840. (2) The reactants are [O:1]1[C:5]2([CH2:10][CH2:9][C:8]([C:11]3[CH:12]=[N:13][N:14]([CH2:16][O:17][CH2:18][CH2:19][Si:20]([CH3:23])([CH3:22])[CH3:21])[CH:15]=3)=[CH:7][CH2:6]2)[O:4][CH2:3][CH2:2]1. The catalyst is CCOC(C)=O. The product is [O:4]1[C:5]2([CH2:6][CH2:7][CH:8]([C:11]3[CH:12]=[N:13][N:14]([CH2:16][O:17][CH2:18][CH2:19][Si:20]([CH3:23])([CH3:22])[CH3:21])[CH:15]=3)[CH2:9][CH2:10]2)[O:1][CH2:2][CH2:3]1. The yield is 0.970. (3) The reactants are [CH2:1]1[CH2:6][C@H:5]([C:7]([OH:9])=[O:8])[CH2:4][CH2:3][C@H:2]1[CH2:10][NH2:11].Cl[Si](C)(C)C.CN1CCOCC1.Cl[CH:25]([O:27][C:28](Cl)=[O:29])[CH3:26].[C:31]([OH:34])(=[O:33])[CH3:32]. The catalyst is ClCCl. The product is [C:31]([O:34][CH:25]([O:27][C:28]([NH:11][CH2:10][C@H:2]1[CH2:3][CH2:4][C@H:5]([C:7]([OH:9])=[O:8])[CH2:6][CH2:1]1)=[O:29])[CH3:26])(=[O:33])[CH3:32]. The yield is 0.220. (4) The reactants are C[O:2][C:3]([C:5]1[NH:6][C:7]2[C:12]([CH:13]=1)=[CH:11][CH:10]=[C:9]([O:14][C:15]1[S:16][C:17]3[C:18]([N:23]=1)=[N:19][CH:20]=[CH:21][CH:22]=3)[CH:8]=2)=O.CC(C[AlH]CC(C)C)C.[NH4+].[Cl-]. The catalyst is C(Cl)Cl. The product is [S:16]1[C:17]2[C:18](=[N:19][CH:20]=[CH:21][CH:22]=2)[N:23]=[C:15]1[O:14][C:9]1[CH:8]=[C:7]2[C:12]([CH:13]=[C:5]([CH2:3][OH:2])[NH:6]2)=[CH:11][CH:10]=1. The yield is 0.310.